This data is from Reaction yield outcomes from USPTO patents with 853,638 reactions. The task is: Predict the reaction yield, written as a fraction of the theoretical maximum amount of product (1.0 means a 100% yield; for example, 0.34 means a 34% yield). The reactants are S(=O)(=O)(O)O.[C:6]1([CH:13]=[CH:12][CH:11]=[C:9]([OH:10])[CH:8]=1)[OH:7].[N:14]([O-])=[O:15].[Na+]. The catalyst is O. The product is [N:14]([C:11]1[CH:12]=[CH:13][C:6]([OH:7])=[CH:8][C:9]=1[OH:10])=[O:15]. The yield is 0.750.